This data is from Catalyst prediction with 721,799 reactions and 888 catalyst types from USPTO. The task is: Predict which catalyst facilitates the given reaction. (1) The catalyst class is: 2. Reactant: [C:1]([N:8]1[CH2:16][CH2:15][CH2:14][C@@H:10]([C:11]([OH:13])=O)[CH2:9]1)([O:3][C:4]([CH3:7])([CH3:6])[CH3:5])=[O:2].[NH2:17][C:18]1[CH:23]=[CH:22][CH:21]=[CH:20][CH:19]=1.C1CCC(N=C=NC2CCCCC2)CC1. Product: [C:18]1([NH:17][C:11]([C@@H:10]2[CH2:14][CH2:15][CH2:16][N:8]([C:1]([O:3][C:4]([CH3:5])([CH3:6])[CH3:7])=[O:2])[CH2:9]2)=[O:13])[CH:23]=[CH:22][CH:21]=[CH:20][CH:19]=1. (2) Reactant: [CH2:1]([N:3]([CH2:17][CH3:18])[C:4]1[CH:13]=[C:12]2[C:7]([CH:8]=[C:9]([CH:15]=O)[C:10](=[O:14])[O:11]2)=[CH:6][CH:5]=1)[CH3:2].[Br-:19].[C:20]([CH2:23][CH2:24][CH2:25][CH2:26][CH2:27][N+:28]1[CH:33]=[CH:32][C:31]([CH3:34])=[CH:30][CH:29]=1)([OH:22])=[O:21].C(O)C.C1(C)C=CC=CC=1. Product: [Br-:19].[C:20]([CH2:23][CH2:24][CH2:25][CH2:26][CH2:27][N+:28]1[CH:29]=[CH:30][C:31](/[CH:34]=[CH:15]/[C:9]2[C:10](=[O:14])[O:11][C:12]3[C:7]([CH:8]=2)=[CH:6][CH:5]=[C:4]([N:3]([CH2:17][CH3:18])[CH2:1][CH3:2])[CH:13]=3)=[CH:32][CH:33]=1)([OH:22])=[O:21]. The catalyst class is: 8. (3) Reactant: CO[C:3]([C:5]1[C:10]([C:11]([O:13][CH3:14])=[O:12])=[CH:9][CH:8]=[CH:7][N:6]=1)=[O:4].[F:15][C:16]1[CH:24]=[CH:23][C:19]([CH2:20][Mg]Cl)=[CH:18][CH:17]=1. Product: [F:15][C:16]1[CH:24]=[CH:23][C:19]([CH2:20][C:3]([C:5]2[N:6]=[CH:7][CH:8]=[CH:9][C:10]=2[C:11]([O:13][CH3:14])=[O:12])=[O:4])=[CH:18][CH:17]=1. The catalyst class is: 7. (4) Reactant: C(OC([NH:8][CH2:9][CH2:10][C:11]([C:20]#[N:21])([CH:17]1[CH2:19][CH2:18]1)[C:12](OCC)=[O:13])=O)(C)(C)C.[H-].[Na+].[Cl-].[NH4+]. Product: [CH:17]1([C:11]2([C:20]#[N:21])[CH2:10][CH2:9][NH:8][C:12]2=[O:13])[CH2:19][CH2:18]1. The catalyst class is: 7. (5) Reactant: CNC1[N:8]([C:9]2[CH:14]=[CH:13][CH:12]=[CH:11][CH:10]=2)[C:7](=[O:15])[N:6]([C:16]2[CH:21]=[CH:20][CH:19]=[CH:18][CH:17]=2)[C:5](=[O:22])[C:4]=1[C:23]([NH:25]C(=O)OCC)=[S:24].[CH3:31][N:32]([CH3:35])[CH:33]=[O:34].C(N(CC)CC)C.Cl. Product: [SH:24][C:23]1[C:4]2[C:5](=[O:22])[N:6]([C:16]3[CH:21]=[CH:20][CH:19]=[CH:18][CH:17]=3)[C:7](=[O:15])[N:8]([C:9]3[CH:14]=[CH:13][CH:12]=[CH:11][CH:10]=3)[C:31]=2[N:32]([CH3:35])[C:33](=[O:34])[N:25]=1. The catalyst class is: 6. (6) Reactant: [Li+].CC([N-]C(C)C)C.[CH2:9]([O:11][C:12](=[O:25])[CH2:13][CH:14]1[C:19](=[O:20])[NH:18][C:17]2[CH:21]=[CH:22][CH:23]=[CH:24][C:16]=2[S:15]1)[CH3:10].Br[CH2:27][C:28]([OH:30])=[O:29].Cl. Product: [C:28]([CH2:27][N:18]1[C:19](=[O:20])[CH:14]([CH2:13][C:12]([O:11][CH2:9][CH3:10])=[O:25])[S:15][C:16]2[CH:24]=[CH:23][CH:22]=[CH:21][C:17]1=2)([OH:30])=[O:29]. The catalyst class is: 165. (7) The catalyst class is: 17. Reactant: C[O:2][C:3](=[O:25])[C:4]1[CH:9]=[CH:8][N:7]=[C:6]([NH:10][C:11](=[O:24])[CH2:12][O:13][C:14]2[CH:19]=[CH:18][C:17]([C:20]([CH3:23])([CH3:22])[CH3:21])=[CH:16][CH:15]=2)[CH:5]=1.[I-].[Li+]. Product: [C:20]([C:17]1[CH:18]=[CH:19][C:14]([O:13][CH2:12][C:11]([NH:10][C:6]2[CH:5]=[C:4]([CH:9]=[CH:8][N:7]=2)[C:3]([OH:25])=[O:2])=[O:24])=[CH:15][CH:16]=1)([CH3:23])([CH3:21])[CH3:22].